This data is from Reaction yield outcomes from USPTO patents with 853,638 reactions. The task is: Predict the reaction yield, written as a fraction of the theoretical maximum amount of product (1.0 means a 100% yield; for example, 0.34 means a 34% yield). (1) The reactants are C([N:3]([CH2:15][CH3:16])[C:4](=[O:14])[C:5]1[CH:10]=[CH:9][C:8]([O:11][CH3:12])=[CH:7][C:6]=1[CH3:13])C.C([Li])(C)(C)C.CCCCC.[F:27][C:28]1[CH:29]=C([CH:33]=[CH:34][C:35]=1[O:36][CH:37]([CH3:39])[CH3:38])C#N. The catalyst is C1COCC1. The product is [F:27][C:28]1[CH:29]=[C:16]([C:15]2[N:3]=[C:4]([OH:14])[C:5]3[C:6]([CH:13]=2)=[CH:7][C:8]([O:11][CH3:12])=[CH:9][CH:10]=3)[CH:33]=[CH:34][C:35]=1[O:36][CH:37]([CH3:39])[CH3:38]. The yield is 0.700. (2) The reactants are [NH2:1][C:2]1[N:7]=[C:6]([CH2:8][O:9]/[N:10]=[C:11](/[C:18]2[CH:23]=[CH:22][CH:21]=[CH:20][CH:19]=2)\[C:12]2[NH:16][C:15](=[O:17])[O:14][N:13]=2)[CH:5]=[CH:4][CH:3]=1.[C:24](=O)([O-])[O-].[K+].[K+].IC. The catalyst is CC#N.CN(C=O)C. The product is [NH2:1][C:2]1[N:7]=[C:6]([CH2:8][O:9]/[N:10]=[C:11](/[C:18]2[CH:23]=[CH:22][CH:21]=[CH:20][CH:19]=2)\[C:12]2[N:16]([CH3:24])[C:15](=[O:17])[O:14][N:13]=2)[CH:5]=[CH:4][CH:3]=1. The yield is 0.850. (3) The reactants are [O:1]1[CH2:6][CH2:5][N:4]([CH2:7][CH2:8][O:9][C:10]2[CH:15]=[CH:14][C:13]([C:16]3[CH:17]=[CH:18][C:19]([CH2:22][C:23](OC)=[O:24])=[N:20][CH:21]=3)=[CH:12][CH:11]=2)[CH2:3][CH2:2]1.[CH2:27]([NH2:34])[C:28]1[CH:33]=[CH:32][CH:31]=[CH:30][CH:29]=1.C1(OC)C=CC=CC=1. The catalyst is C1(C)C=CC=CC=1. The product is [CH2:27]([NH:34][C:23](=[O:24])[CH2:22][C:19]1[CH:18]=[CH:17][C:16]([C:13]2[CH:14]=[CH:15][C:10]([O:9][CH2:8][CH2:7][N:4]3[CH2:3][CH2:2][O:1][CH2:6][CH2:5]3)=[CH:11][CH:12]=2)=[CH:21][N:20]=1)[C:28]1[CH:33]=[CH:32][CH:31]=[CH:30][CH:29]=1. The yield is 0.810. (4) The product is [Cl:19][CH:21]([C:20](=[O:8])[CH2:30][CH3:29])[CH2:22][C:14]1[CH:16]=[CH:17][CH:18]=[C:12]([Cl:11])[CH:13]=1. The yield is 0.770. The catalyst is [Cu](Cl)Cl. The reactants are C(#N)C.C([O:8]N=O)(C)(C)C.[Cl:11][C:12]1[CH:13]=[C:14]([CH:16]=[CH:17][CH:18]=1)N.[ClH:19].[CH2:20]1[CH2:30][CH2:29]N2C(=NCCC2)[CH2:22][CH2:21]1.